This data is from Full USPTO retrosynthesis dataset with 1.9M reactions from patents (1976-2016). The task is: Predict the reactants needed to synthesize the given product. (1) Given the product [CH3:9][C@@H:10]1[CH2:11][CH2:20][CH2:21][N:22]1[CH2:23][CH2:24][CH2:25][O:7][C:1]1[CH:6]=[CH:5][CH:4]=[CH:3][CH:2]=1, predict the reactants needed to synthesize it. The reactants are: [C:1]1([OH:7])[CH:6]=[CH:5][CH:4]=[CH:3][CH:2]=1.Br[CH2:9][CH2:10][CH2:11]Cl.C(=O)([O-])[O-].[K+].[K+].Cl.[CH3:20][C@@H:21]1[CH2:25][CH2:24][CH2:23][NH:22]1.[I-].[Na+]. (2) The reactants are: [Cl:1][C:2]1[CH:7]=[CH:6][CH:5]=[C:4]([Cl:8])[C:3]=1[CH2:9][O:10][C:11]1[CH:16]=[CH:15][C:14]2[C:17]3([CH2:33][O:34][C:13]=2[CH:12]=1)[CH2:22][CH2:21][N:20]([CH:23]1[CH2:27][CH2:26][CH2:25][CH:24]1[C:28]([O:30]CC)=[O:29])[CH2:19][CH2:18]3.ClC1C=CC=C(Cl)C=1COC1C=CC2C3(COC=2C=1)CCNCC3.O=C1CCCC1C(OCC)=O. Given the product [Cl:8][C:4]1[CH:5]=[CH:6][CH:7]=[C:2]([Cl:1])[C:3]=1[CH2:9][O:10][C:11]1[CH:16]=[CH:15][C:14]2[C:17]3([CH2:33][O:34][C:13]=2[CH:12]=1)[CH2:22][CH2:21][N:20]([CH:23]1[CH2:27][CH2:26][CH2:25][CH:24]1[C:28]([OH:30])=[O:29])[CH2:19][CH2:18]3, predict the reactants needed to synthesize it. (3) The reactants are: [CH2:1]([N:8]1[CH2:13][CH2:12][C:11]([N:14]2CCCC2)=[CH:10][CH2:9]1)[C:2]1[CH:7]=[CH:6][CH:5]=[CH:4][CH:3]=1.C(O[CH:22]=[C:23]([C:29](=O)[C:30]([F:33])([F:32])[F:31])[C:24]([O:26][CH2:27][CH3:28])=[O:25])C.C([O-])(=O)C.[NH4+]. Given the product [CH2:1]([N:8]1[CH2:13][CH2:12][C:11]2[N:14]=[C:29]([C:30]([F:31])([F:32])[F:33])[C:23]([C:24]([O:26][CH2:27][CH3:28])=[O:25])=[CH:22][C:10]=2[CH2:9]1)[C:2]1[CH:3]=[CH:4][CH:5]=[CH:6][CH:7]=1, predict the reactants needed to synthesize it. (4) Given the product [Cl:1][C:2]1[CH:3]=[C:4]([CH:34]=[CH:35][CH:36]=1)[CH2:5][C:6]1[S:10][C:9]([NH:11][C:12]([C:14]2[CH:15]=[CH:16][C:17]([O:20][C@@H:21]3[CH2:22][CH2:23][C@H:24]([C:27]([OH:29])=[O:28])[CH2:25][CH2:26]3)=[N:18][CH:19]=2)=[O:13])=[N:8][N:7]=1, predict the reactants needed to synthesize it. The reactants are: [Cl:1][C:2]1[CH:3]=[C:4]([CH:34]=[CH:35][CH:36]=1)[CH2:5][C:6]1[S:10][C:9]([NH:11][C:12]([C:14]2[CH:15]=[CH:16][C:17]([O:20][C@@H:21]3[CH2:26][CH2:25][C@H:24]([C:27]([O:29]C(C)(C)C)=[O:28])[CH2:23][CH2:22]3)=[N:18][CH:19]=2)=[O:13])=[N:8][N:7]=1.FC(F)(F)C(O)=O. (5) Given the product [Cl-:7].[CH2:8]([N+:1]1[CH:6]=[CH:5][CH:4]=[CH:3][CH:2]=1)[CH2:9][CH2:10][CH3:11], predict the reactants needed to synthesize it. The reactants are: [N:1]1[CH:6]=[CH:5][CH:4]=[CH:3][CH:2]=1.[Cl:7][CH2:8][CH2:9][CH2:10][CH3:11]. (6) Given the product [Cl:22][C:23]1[N:28]=[C:27]([NH:1][C:2]2[C:10]([CH3:11])=[CH:9][C:8]([CH3:12])=[CH:7][C:3]=2[C:4]([NH:6][CH3:13])=[O:5])[C:26]([Cl:30])=[CH:25][N:24]=1, predict the reactants needed to synthesize it. The reactants are: [NH2:1][C:2]1[C:10]([CH3:11])=[CH:9][C:8]([CH3:12])=[CH:7][C:3]=1[C:4]([NH2:6])=[O:5].[CH3:13]CN(C(C)C)C(C)C.[Cl:22][C:23]1[N:28]=[C:27](Cl)[C:26]([Cl:30])=[CH:25][N:24]=1. (7) Given the product [CH:3]1([NH:9][C:10]2[CH:19]=[C:18]3[C:13]([C:14](=[O:29])[C:15]([O:25][CH2:26][C:27](=[N:32][OH:33])[NH2:28])=[CH:16][N:17]3[CH:20]3[CH2:24][CH2:23][CH2:22][CH2:21]3)=[CH:12][C:11]=2[F:30])[CH2:4][CH2:5][CH2:6][CH2:7][CH2:8]1, predict the reactants needed to synthesize it. The reactants are: CO.[CH:3]1([NH:9][C:10]2[CH:19]=[C:18]3[C:13]([C:14](=[O:29])[C:15]([O:25][CH2:26][C:27]#[N:28])=[CH:16][N:17]3[CH:20]3[CH2:24][CH2:23][CH2:22][CH2:21]3)=[CH:12][C:11]=2[F:30])[CH2:8][CH2:7][CH2:6][CH2:5][CH2:4]1.Cl.[NH2:32][OH:33]. (8) Given the product [CH2:19]([O:18][CH2:17][C@H:5]1[C@@H:6]([C:9]2[CH:14]=[CH:13][C:12]([Cl:15])=[C:11]([Cl:16])[CH:10]=2)[CH2:7][CH2:8][NH:3][CH2:4]1)[CH3:20], predict the reactants needed to synthesize it. The reactants are: Br.C[N:3]1[CH2:8][CH2:7][C@H:6]([C:9]2[CH:14]=[CH:13][C:12]([Cl:15])=[C:11]([Cl:16])[CH:10]=2)[C@H:5]([CH2:17][O:18][CH2:19][CH3:20])[CH2:4]1.ClC(OC(Cl)=O)C.[OH-].[Na+].N. (9) Given the product [NH2:4][C:5]1[N:6]=[C:7]2[CH:12]=[CH:11][C:10]([O:13][C:14]3[CH:15]=[C:16]([NH:20][C:21](=[O:33])[C:22]4[CH:27]=[CH:26][CH:25]=[C:24]([C:28]5([C:31]#[N:32])[CH2:30][CH2:29]5)[CH:23]=4)[CH:17]=[CH:18][CH:19]=3)=[N:9][N:8]2[CH:34]=1, predict the reactants needed to synthesize it. The reactants are: C([NH:4][C:5]1[N:6]=[C:7]2[CH:12]=[CH:11][C:10]([O:13][C:14]3[CH:15]=[C:16]([NH:20][C:21](=[O:33])[C:22]4[CH:27]=[CH:26][CH:25]=[C:24]([C:28]5([C:31]#[N:32])[CH2:30][CH2:29]5)[CH:23]=4)[CH:17]=[CH:18][CH:19]=3)=[N:9][N:8]2[CH:34]=1)(=O)C.Cl.C(OCC)(=O)C.[OH-].[Na+].